Task: Predict the product of the given reaction.. Dataset: Forward reaction prediction with 1.9M reactions from USPTO patents (1976-2016) (1) Given the reactants [F:1][C:2]1[C:3]([NH:26][C@@H:27]([CH:33]([CH3:35])[CH3:34])[CH2:28][C:29]([O:31][CH3:32])=[O:30])=[N:4][C:5]([C:8]2[CH:12]=[C:11]([C:13]3[CH:17]=[CH:16][O:15][N:14]=3)[N:10]([CH2:18][C:19]3[CH:24]=[CH:23][CH:22]=[CH:21][C:20]=3[F:25])[N:9]=2)=[N:6][CH:7]=1.[H-].[Na+].I[CH3:39], predict the reaction product. The product is: [F:1][C:2]1[C:3]([N:26]([CH3:39])[C@@H:27]([CH:33]([CH3:35])[CH3:34])[CH2:28][C:29]([O:31][CH3:32])=[O:30])=[N:4][C:5]([C:8]2[CH:12]=[C:11]([C:13]3[CH:17]=[CH:16][O:15][N:14]=3)[N:10]([CH2:18][C:19]3[CH:24]=[CH:23][CH:22]=[CH:21][C:20]=3[F:25])[N:9]=2)=[N:6][CH:7]=1. (2) Given the reactants [Cl:1][C:2]1[CH:10]=[CH:9][C:8]([OH:11])=[C:7]2[C:3]=1[C:4](=[O:25])[N:5]([C:13]1[CH:18]=[CH:17][C:16]([CH2:19][C:20]([O:22][CH2:23][CH3:24])=[O:21])=[CH:15][CH:14]=1)[C:6]2=[O:12].[CH2:26](Br)[C:27]1[CH:32]=[CH:31][CH:30]=[CH:29][CH:28]=1.C(=O)([O-])[O-].[K+].[K+], predict the reaction product. The product is: [Cl:1][C:2]1[CH:10]=[CH:9][C:8]([O:11][CH2:26][C:27]2[CH:32]=[CH:31][CH:30]=[CH:29][CH:28]=2)=[C:7]2[C:3]=1[C:4](=[O:25])[N:5]([C:13]1[CH:14]=[CH:15][C:16]([CH2:19][C:20]([O:22][CH2:23][CH3:24])=[O:21])=[CH:17][CH:18]=1)[C:6]2=[O:12]. (3) Given the reactants [C:1]([NH:4][C:5]1[CH:14]=[CH:13][C:8]([C:9](=[N:11][OH:12])[NH2:10])=[CH:7][CH:6]=1)(=[O:3])[CH3:2].[Cl:15][C:16]1[CH:20]=[CH:19][S:18][C:17]=1[C:21](Cl)=O, predict the reaction product. The product is: [C:1]([NH:4][C:5]1[CH:14]=[CH:13][C:8]([C:9]2[N:10]=[C:21]([C:17]3[S:18][CH:19]=[CH:20][C:16]=3[Cl:15])[O:12][N:11]=2)=[CH:7][CH:6]=1)(=[O:3])[CH3:2]. (4) Given the reactants [N+:1]([C:4]1[CH:13]=[CH:12][CH:11]=[C:10]2[C:5]=1[CH:6]=[CH:7][C:8](Cl)=[N:9]2)([O-])=O.[CH3:15][C:16]1[O:17][C:18]2[C:24]([NH2:25])=[CH:23][CH:22]=[CH:21][C:19]=2[CH:20]=1.[N:26]1[CH:31]=[CH:30][CH:29]=[C:28]([CH:32]=O)[CH:27]=1, predict the reaction product. The product is: [CH3:15][C:16]1[O:17][C:18]2[C:24]([NH:25][C:8]3[CH:7]=[CH:6][C:5]4[C:4]([NH:1][CH2:32][C:28]5[CH:27]=[N:26][CH:31]=[CH:30][CH:29]=5)=[CH:13][CH:12]=[CH:11][C:10]=4[N:9]=3)=[CH:23][CH:22]=[CH:21][C:19]=2[CH:20]=1. (5) Given the reactants [CH3:1][C:2]1[CH:18]=[CH:17][C:5]2=[C:6]3[C:11](=[C:12]([NH2:14])[N:13]=[C:4]2[CH:3]=1)[N:10]=[CH:9][C:8]([CH:15]=[CH2:16])=[CH:7]3.[H][H], predict the reaction product. The product is: [CH2:15]([C:8]1[CH:9]=[N:10][C:11]2[C:6]([CH:7]=1)=[C:5]1[CH:17]=[CH:18][C:2]([CH3:1])=[CH:3][C:4]1=[N:13][C:12]=2[NH2:14])[CH3:16]. (6) Given the reactants [CH:1]([C:3]1[S:7][C:6]([C@H:8]([NH:11][S:12]([C:15]2[CH:23]=[CH:22][C:18]3[N:19]=[CH:20][S:21][C:17]=3[CH:16]=2)(=[O:14])=[O:13])[CH2:9][OH:10])=[CH:5][CH:4]=1)=[O:2].N1C=CN=C1.[CH3:29][C:30]([Si:33](Cl)([CH3:35])[CH3:34])([CH3:32])[CH3:31], predict the reaction product. The product is: [Si:33]([O:10][CH2:9][C@@H:8]([NH:11][S:12]([C:15]1[CH:23]=[CH:22][C:18]2[N:19]=[CH:20][S:21][C:17]=2[CH:16]=1)(=[O:14])=[O:13])[C:6]1[S:7][C:3]([CH:1]=[O:2])=[CH:4][CH:5]=1)([C:30]([CH3:32])([CH3:31])[CH3:29])([CH3:35])[CH3:34]. (7) Given the reactants [Cl:1][C:2]1[CH:11]=[C:10]2[C:5]([C:6](=[O:23])[C:7]([CH3:22])([C:13]3[CH:18]=[CH:17][C:16]([N+:19]([O-])=O)=[CH:15][CH:14]=3)[C:8](=[O:12])[NH:9]2)=[CH:4][CH:3]=1, predict the reaction product. The product is: [NH2:19][C:16]1[CH:15]=[CH:14][C:13]([C:7]2([CH3:22])[C:6](=[O:23])[C:5]3[C:10](=[CH:11][C:2]([Cl:1])=[CH:3][CH:4]=3)[NH:9][C:8]2=[O:12])=[CH:18][CH:17]=1. (8) Given the reactants [Br:1][CH:2]([C:5]1[N:14]([CH2:15][C:16]2[CH:21]=[CH:20][CH:19]=[CH:18][CH:17]=2)[C:13](=[O:22])[C:12]2[C:7](=[CH:8][CH:9]=[CH:10][CH:11]=2)[N:6]=1)[CH2:3][CH3:4].CN(C)CCN, predict the reaction product. The product is: [NH3:6].[Br:1][CH:2]([C:5]1[N:14]([CH2:15][C:16]2[CH:21]=[CH:20][CH:19]=[CH:18][CH:17]=2)[C:13](=[O:22])[C:12]2[C:7](=[CH:8][CH:9]=[CH:10][CH:11]=2)[N:6]=1)[CH2:3][CH3:4].